Dataset: NCI-60 drug combinations with 297,098 pairs across 59 cell lines. Task: Regression. Given two drug SMILES strings and cell line genomic features, predict the synergy score measuring deviation from expected non-interaction effect. (1) Drug 1: CCC1=C2CN3C(=CC4=C(C3=O)COC(=O)C4(CC)O)C2=NC5=C1C=C(C=C5)O. Drug 2: CN1C2=C(C=C(C=C2)N(CCCl)CCCl)N=C1CCCC(=O)O.Cl. Cell line: U251. Synergy scores: CSS=43.8, Synergy_ZIP=-2.33, Synergy_Bliss=-3.38, Synergy_Loewe=-14.5, Synergy_HSA=0.260. (2) Drug 1: C1=C(C(=O)NC(=O)N1)N(CCCl)CCCl. Drug 2: CN(CC1=CN=C2C(=N1)C(=NC(=N2)N)N)C3=CC=C(C=C3)C(=O)NC(CCC(=O)O)C(=O)O. Cell line: PC-3. Synergy scores: CSS=29.9, Synergy_ZIP=-9.39, Synergy_Bliss=-15.8, Synergy_Loewe=-18.7, Synergy_HSA=-12.1. (3) Drug 1: C1CCC(CC1)NC(=O)N(CCCl)N=O. Drug 2: CCC(=C(C1=CC=CC=C1)C2=CC=C(C=C2)OCCN(C)C)C3=CC=CC=C3.C(C(=O)O)C(CC(=O)O)(C(=O)O)O. Synergy scores: CSS=8.92, Synergy_ZIP=-8.15, Synergy_Bliss=-9.41, Synergy_Loewe=-11.0, Synergy_HSA=-9.44. Cell line: HCT116. (4) Drug 1: C1CC(=O)NC(=O)C1N2CC3=C(C2=O)C=CC=C3N. Drug 2: C(CN)CNCCSP(=O)(O)O. Cell line: NCI-H322M. Synergy scores: CSS=2.49, Synergy_ZIP=-2.39, Synergy_Bliss=-2.51, Synergy_Loewe=0.199, Synergy_HSA=-2.65. (5) Drug 1: CC1CCC2CC(C(=CC=CC=CC(CC(C(=O)C(C(C(=CC(C(=O)CC(OC(=O)C3CCCCN3C(=O)C(=O)C1(O2)O)C(C)CC4CCC(C(C4)OC)O)C)C)O)OC)C)C)C)OC. Drug 2: C1C(C(OC1N2C=NC3=C2NC=NCC3O)CO)O. Cell line: SF-539. Synergy scores: CSS=23.1, Synergy_ZIP=-3.59, Synergy_Bliss=4.81, Synergy_Loewe=-11.7, Synergy_HSA=1.77.